Dataset: Full USPTO retrosynthesis dataset with 1.9M reactions from patents (1976-2016). Task: Predict the reactants needed to synthesize the given product. (1) The reactants are: Br[C:2]1[CH:3]=[C:4]([N:22]([CH2:29][CH3:30])[CH:23]2[CH2:28][CH2:27][O:26][CH2:25][CH2:24]2)[C:5]([CH3:21])=[C:6]([CH:20]=1)[C:7]([NH:9][CH2:10][C:11]1[C:12](=[O:19])[NH:13][C:14]([CH3:18])=[CH:15][C:16]=1[CH3:17])=[O:8].[CH3:31][N:32]1[CH:36]=[C:35](B(O)O)[CH:34]=[N:33]1.C([O-])([O-])=O.[Na+].[Na+]. Given the product [CH3:17][C:16]1[CH:15]=[C:14]([CH3:18])[NH:13][C:12](=[O:19])[C:11]=1[CH2:10][NH:9][C:7](=[O:8])[C:6]1[CH:20]=[CH:2][C:3]([C:35]2[CH:34]=[N:33][N:32]([CH3:31])[CH:36]=2)=[C:4]([N:22]([CH2:29][CH3:30])[CH:23]2[CH2:28][CH2:27][O:26][CH2:25][CH2:24]2)[C:5]=1[CH3:21], predict the reactants needed to synthesize it. (2) The reactants are: [CH3:1][C:2]1[CH:9]=[CH:8][C:5]([C:6]#[N:7])=[C:4]([NH:10][C:11]2[CH:16]=[CH:15][CH:14]=[CH:13][C:12]=2[N+:17]([O-])=O)[CH:3]=1.O.O.[Sn](Cl)[Cl:23].Cl. Given the product [ClH:23].[CH3:1][C:2]1[CH:9]=[CH:8][C:5]2[C:6]([NH2:7])=[N:17][C:12]3[CH:13]=[CH:14][CH:15]=[CH:16][C:11]=3[NH:10][C:4]=2[CH:3]=1, predict the reactants needed to synthesize it. (3) The reactants are: CSC.B.[F:5][C:6]1([F:25])[C:11](=O)[NH:10][CH2:9][C:8]2([CH2:17][CH2:16][N:15]([C:18]([O:20][C:21]([CH3:24])([CH3:23])[CH3:22])=[O:19])[CH2:14][CH2:13]2)[O:7]1. Given the product [F:25][C:6]1([F:5])[CH2:11][NH:10][CH2:9][C:8]2([CH2:13][CH2:14][N:15]([C:18]([O:20][C:21]([CH3:23])([CH3:22])[CH3:24])=[O:19])[CH2:16][CH2:17]2)[O:7]1, predict the reactants needed to synthesize it.